Dataset: CYP2D6 inhibition data for predicting drug metabolism from PubChem BioAssay. Task: Regression/Classification. Given a drug SMILES string, predict its absorption, distribution, metabolism, or excretion properties. Task type varies by dataset: regression for continuous measurements (e.g., permeability, clearance, half-life) or binary classification for categorical outcomes (e.g., BBB penetration, CYP inhibition). Dataset: cyp2d6_veith. (1) The compound is CCn1cc(C(=O)O)c(=O)c2cc(F)c(N3CCNCC3)nc21. The result is 0 (non-inhibitor). (2) The compound is C[N+](C)([O-])Cc1cc(-c2ccccc2)ccc1O. The result is 0 (non-inhibitor).